Predict the reactants needed to synthesize the given product. From a dataset of Full USPTO retrosynthesis dataset with 1.9M reactions from patents (1976-2016). (1) Given the product [Br:1][C:2]1[CH:10]=[C:9]2[C:5]([CH2:6][C:7]3([CH2:24][CH2:23][CH:22]([O:25][CH3:26])[CH2:21][CH2:20]3)[C:8]2([CH:11]=[CH2:12])[NH2:13])=[CH:4][CH:3]=1, predict the reactants needed to synthesize it. The reactants are: [Br:1][C:2]1[CH:10]=[C:9]2[C:5]([CH2:6][C:7]3([CH2:24][CH2:23][CH:22]([O:25][CH3:26])[CH2:21][CH2:20]3)[C:8]2([NH:13]S(C(C)(C)C)=O)[CH:11]=[CH2:12])=[CH:4][CH:3]=1.Cl.O.[OH-].[K+]. (2) Given the product [CH:11]1[CH:12]=[CH:13][C:14]2[N:26]([C:27]([NH2:29])=[O:28])[C:25]3[CH:24]=[CH:23][CH:22]=[CH:21][C:20]=3[C@@H:18]([OH:19])[CH2:17][C:15]=2[CH:16]=1, predict the reactants needed to synthesize it. The reactants are: C(O)=O.C(N(CC)CC)C.[CH:11]1[CH:12]=[CH:13][C:14]2[N:26]([C:27]([NH2:29])=[O:28])[C:25]3[CH:24]=[CH:23][CH:22]=[CH:21][C:20]=3[C:18](=[O:19])[CH2:17][C:15]=2[CH:16]=1.ClCCl. (3) Given the product [C:13]([C:9]1[CH:10]=[C:11]2[C:6](=[CH:7][CH:8]=1)[NH:5][C:4]([OH:3])=[C:12]2[C:16]1[CH:21]=[CH:20][C:19]([CH2:22][N:23]2[CH2:27][CH2:26][C@H:25]3[CH2:28][N:29]([C:31]([O:33][CH2:34][CH3:35])=[O:32])[CH2:30][C@@H:24]23)=[CH:18][N+:17]=1[O-:36])#[N:14], predict the reactants needed to synthesize it. The reactants are: [H-].[Na+].[O:3]=[C:4]1[CH2:12][C:11]2[C:6](=[CH:7][CH:8]=[C:9]([C:13]#[N:14])[CH:10]=2)[NH:5]1.Cl[C:16]1[CH:21]=[CH:20][C:19]([CH2:22][N:23]2[CH2:27][CH2:26][C@H:25]3[CH2:28][N:29]([C:31]([O:33][CH2:34][CH3:35])=[O:32])[CH2:30][C@@H:24]23)=[CH:18][N+:17]=1[O-:36]. (4) Given the product [NH2:32][CH:1]([C:4]1[C:13]([N:14]2[CH2:18][CH2:17][C@H:16]([NH:19][C:20](=[O:24])[CH:21]([CH3:23])[CH3:22])[CH2:15]2)=[C:12]2[C:7]([CH:8]=[CH:9][CH:10]=[N:11]2)=[C:6]([Cl:25])[CH:5]=1)[CH3:2], predict the reactants needed to synthesize it. The reactants are: [C:1]([C:4]1[C:13]([N:14]2[CH2:18][CH2:17][C@H:16]([NH:19][C:20](=[O:24])[CH:21]([CH3:23])[CH3:22])[CH2:15]2)=[C:12]2[C:7]([CH:8]=[CH:9][CH:10]=[N:11]2)=[C:6]([Cl:25])[CH:5]=1)(=O)[CH3:2].C([O-])(=O)C.[NH4+].C([BH3-])#[N:32].[Na+].O1CCCC1. (5) Given the product [F:1][C:2]1[CH:7]=[C:6]([C:8]2[CH:13]=[CH:12][CH:11]=[CH:10][CH:9]=2)[CH:5]=[CH:4][C:3]=1[C:18]1[N:23]=[C:22]([NH2:24])[N:21]=[C:20]([NH:25][CH3:26])[CH:19]=1, predict the reactants needed to synthesize it. The reactants are: [F:1][C:2]1[CH:7]=[C:6]([C:8]2[CH:13]=[CH:12][CH:11]=[CH:10][CH:9]=2)[CH:5]=[CH:4][C:3]=1B(O)O.Cl[C:18]1[N:23]=[C:22]([NH2:24])[N:21]=[C:20]([NH:25][CH3:26])[CH:19]=1.